Predict the reaction yield, written as a fraction of the theoretical maximum amount of product (1.0 means a 100% yield; for example, 0.34 means a 34% yield). From a dataset of Reaction yield outcomes from USPTO patents with 853,638 reactions. (1) The reactants are [C:1]([O:5][CH:6]([C:12]1[C:16]([C:17]2[CH:18]=[CH:19][C:20]3[O:25][CH2:24][CH2:23][CH2:22][C:21]=3[CH:26]=2)=[C:15](B2OC(C)(C)C(C)(C)O2)[S:14][C:13]=1[CH3:36])[C:7]([O:9][CH2:10][CH3:11])=[O:8])([CH3:4])([CH3:3])[CH3:2].Br[C:38]1[CH:42]=[CH:41][S:40][N:39]=1.C(=O)([O-])[O-].[K+].[K+]. The catalyst is O1CCCC1.O.CC1C(P(C2C(C)=CC=CC=2)C2C(C)=CC=CC=2)=CC=CC=1.CC1C(P(C2C(C)=CC=CC=2)C2C(C)=CC=CC=2)=CC=CC=1.[Pd]. The product is [C:1]([O:5][CH:6]([C:12]1[C:16]([C:17]2[CH:18]=[CH:19][C:20]3[O:25][CH2:24][CH2:23][CH2:22][C:21]=3[CH:26]=2)=[C:15]([C:38]2[CH:42]=[CH:41][S:40][N:39]=2)[S:14][C:13]=1[CH3:36])[C:7]([O:9][CH2:10][CH3:11])=[O:8])([CH3:4])([CH3:2])[CH3:3]. The yield is 0.180. (2) The reactants are [S:1]1[CH:5]=[C:4]([CH2:6][NH:7][C@@H:8]([CH3:16])[CH:9]([O:13][CH2:14][CH3:15])[O:10][CH2:11][CH3:12])[C:3]2[CH:17]=[CH:18][CH:19]=[CH:20][C:2]1=2.[CH:21]1[C:33]2[CH:32]([CH2:34][O:35][C:36]([NH:38][C@@H:39]([CH2:43][C:44]3[CH:49]=[CH:48][C:47]([O:50][C:51]([CH3:54])([CH3:53])[CH3:52])=[CH:46][CH:45]=3)[C:40](O)=[O:41])=[O:37])[C:31]3[C:26](=[CH:27][CH:28]=[CH:29][CH:30]=3)[C:25]=2[CH:24]=[CH:23][CH:22]=1. No catalyst specified. The product is [S:1]1[CH:5]=[C:4]([CH2:6][N:7]([C@@H:8]([CH3:16])[CH:9]([O:10][CH2:11][CH3:12])[O:13][CH2:14][CH3:15])[C:40](=[O:41])[C@@H:39]([NH:38][C:36](=[O:37])[O:35][CH2:34][CH:32]2[C:33]3[CH:21]=[CH:22][CH:23]=[CH:24][C:25]=3[C:26]3[C:31]2=[CH:30][CH:29]=[CH:28][CH:27]=3)[CH2:43][C:44]2[CH:49]=[CH:48][C:47]([O:50][C:51]([CH3:54])([CH3:53])[CH3:52])=[CH:46][CH:45]=2)[C:3]2[CH:17]=[CH:18][CH:19]=[CH:20][C:2]1=2. The yield is 0.590. (3) The yield is 0.830. The reactants are [NH2:1][CH2:2][C@@H:3]([CH3:24])[O:4][C:5]1[CH:14]=[CH:13][CH:12]=[C:11]2[C:6]=1[C:7]([NH:15][C:16]1[CH:21]=[CH:20][C:19]([OH:22])=[C:18]([Cl:23])[CH:17]=1)=[N:8][CH:9]=[N:10]2.[CH3:25][O:26][CH2:27][C:28](O)=[O:29]. The product is [Cl:23][C:18]1[CH:17]=[C:16]([CH:21]=[CH:20][C:19]=1[OH:22])[NH:15][C:7]1[C:6]2[C:11](=[CH:12][CH:13]=[CH:14][C:5]=2[O:4][C@H:3]([CH3:24])[CH2:2][NH:1][C:28](=[O:29])[CH2:27][O:26][CH3:25])[N:10]=[CH:9][N:8]=1. No catalyst specified. (4) The catalyst is [Cu]I.CC(O)C. The reactants are I[C:2]1[CH:8]=[CH:7][CH:6]=[CH:5][C:3]=1[NH2:4].[C:9]([C:13]1[CH:18]=[CH:17][C:16]([SH:19])=[CH:15][CH:14]=1)([CH3:12])([CH3:11])[CH3:10].C([O-])([O-])=O.[K+].[K+].C(O)CO. The yield is 0.900. The product is [C:9]([C:13]1[CH:14]=[CH:15][C:16]([S:19][C:2]2[CH:8]=[CH:7][CH:6]=[CH:5][C:3]=2[NH2:4])=[CH:17][CH:18]=1)([CH3:12])([CH3:10])[CH3:11]. (5) The reactants are [F:1][C:2]1[CH:3]=[C:4]2[C:8](=[CH:9][C:10]=1[NH:11][C:12]([CH:14]([O:16]C(=O)C)[CH3:15])=[O:13])[NH:7][C:6](=[O:20])[CH2:5]2.[OH-].[Na+].[CH3:23]O. The catalyst is O. The product is [F:1][C:2]1[CH:3]=[C:4]2[C:8](=[CH:9][C:10]=1[NH:11][C:12](=[O:13])[C:14]([OH:16])([CH3:15])[CH3:23])[NH:7][C:6](=[O:20])[CH2:5]2. The yield is 0.356. (6) The reactants are [Br:1][C:2]1[CH:7]=[CH:6][C:5]([C:8]2([C:12]#N)[CH2:11][CH2:10][CH2:9]2)=[C:4]([O:14][CH3:15])[CH:3]=1.[OH2:16].Cl.[OH-:18].[K+]. The catalyst is C(O)CO. The product is [Br:1][C:2]1[CH:7]=[CH:6][C:5]([C:8]2([C:12]([OH:18])=[O:16])[CH2:11][CH2:10][CH2:9]2)=[C:4]([O:14][CH3:15])[CH:3]=1. The yield is 0.820. (7) The reactants are [Cl:1][C:2]1[CH:3]=[C:4]([NH2:19])[CH:5]=[CH:6][C:7]=1[S:8][C:9]1[CH:18]=[CH:17][C:16]2[C:11](=[CH:12][CH:13]=[CH:14][CH:15]=2)[CH:10]=1.N1C=CC=CC=1.[Cl:26][C:27]1[N:28]=[C:29]2[N:33]([C:34]=1[S:35](Cl)(=[O:37])=[O:36])[CH:32]=[CH:31][S:30]2. The catalyst is C1COCC1. The product is [Cl:1][C:2]1[CH:3]=[C:4]([NH:19][S:35]([C:34]2[N:33]3[C:29]([S:30][CH:31]=[CH:32]3)=[N:28][C:27]=2[Cl:26])(=[O:36])=[O:37])[CH:5]=[CH:6][C:7]=1[S:8][C:9]1[CH:18]=[CH:17][C:16]2[C:11](=[CH:12][CH:13]=[CH:14][CH:15]=2)[CH:10]=1. The yield is 0.650.